Dataset: Full USPTO retrosynthesis dataset with 1.9M reactions from patents (1976-2016). Task: Predict the reactants needed to synthesize the given product. (1) Given the product [Br:13][C:14]1[CH:15]=[C:16]([C:2]([C:4]2[CH:9]=[CH:8][C:7]([F:10])=[C:6]([O:11][CH3:12])[CH:5]=2)([OH:3])[CH3:1])[CH:17]=[CH:18][CH:19]=1, predict the reactants needed to synthesize it. The reactants are: [CH3:1][C:2]([C:4]1[CH:9]=[CH:8][C:7]([F:10])=[C:6]([O:11][CH3:12])[CH:5]=1)=[O:3].[Br:13][C:14]1[CH:15]=[C:16]([Li])[CH:17]=[CH:18][CH:19]=1. (2) The reactants are: [CH2:1]([NH:3][C:4]1[N:9]=[C:8]([C:10]2[CH:11]=[C:12]([CH:17]=[CH:18][C:19]=2[CH3:20])[C:13]([O:15]C)=[O:14])[CH:7]=[C:6]([N:21]2[CH2:26][CH2:25][O:24][CH2:23][CH2:22]2)[N:5]=1)[CH3:2].[OH-].[Li+].Cl. Given the product [CH2:1]([NH:3][C:4]1[N:9]=[C:8]([C:10]2[CH:11]=[C:12]([CH:17]=[CH:18][C:19]=2[CH3:20])[C:13]([OH:15])=[O:14])[CH:7]=[C:6]([N:21]2[CH2:22][CH2:23][O:24][CH2:25][CH2:26]2)[N:5]=1)[CH3:2], predict the reactants needed to synthesize it.